The task is: Predict which catalyst facilitates the given reaction.. This data is from Catalyst prediction with 721,799 reactions and 888 catalyst types from USPTO. (1) Reactant: CO[C:3](=O)[C:4]1[CH:9]=[CH:8][C:7]([C:10]#[C:11][C:12]2[CH:13]=[C:14]([CH:26]3[CH2:28][CH2:27]3)[C:15]3[O:22][C:19]4([CH2:21][CH2:20]4)[CH2:18][C:17]([CH3:24])([CH3:23])[C:16]=3[CH:25]=2)=[CH:6][C:5]=1[F:29].[CH3:31][OH:32].[OH-:33].[Na+].O. Product: [CH:26]1([C:14]2[C:15]3[O:22][C:19]4([CH2:21][CH2:20]4)[CH2:18][C:17]([CH3:24])([CH3:23])[C:16]=3[CH:25]=[C:12]([C:11]#[C:10][C:7]3[CH:8]=[CH:9][C:4]([CH2:3][C:31]([OH:33])=[O:32])=[C:5]([F:29])[CH:6]=3)[CH:13]=2)[CH2:28][CH2:27]1. The catalyst class is: 10. (2) Reactant: [Cl:1][C:2]1[CH:7]=[CH:6][C:5]([S:8]([NH:11][CH:12]([CH2:15][CH3:16])[CH2:13][CH3:14])(=[O:10])=[O:9])=[CH:4][CH:3]=1.Br[CH2:18][C:19]1[CH:26]=[CH:25][C:22]([C:23]#[N:24])=[CH:21][N:20]=1.C([O-])([O-])=O.[K+].[K+]. Product: [Cl:1][C:2]1[CH:3]=[CH:4][C:5]([S:8]([N:11]([CH2:18][C:19]2[CH:26]=[CH:25][C:22]([C:23]#[N:24])=[CH:21][N:20]=2)[CH:12]([CH2:15][CH3:16])[CH2:13][CH3:14])(=[O:10])=[O:9])=[CH:6][CH:7]=1. The catalyst class is: 3. (3) Reactant: [CH:1]([O:4][C:5]1[CH:10]=[C:9]([CH:11](C(OCC)=O)[C:12]([O:14][CH2:15][CH3:16])=[O:13])[C:8]([N+:22]([O-:24])=[O:23])=[CH:7][N:6]=1)([CH3:3])[CH3:2].[Li+].[Cl-].O. Product: [CH:1]([O:4][C:5]1[CH:10]=[C:9]([CH2:11][C:12]([O:14][CH2:15][CH3:16])=[O:13])[C:8]([N+:22]([O-:24])=[O:23])=[CH:7][N:6]=1)([CH3:2])[CH3:3]. The catalyst class is: 16. (4) Product: [NH2:1][CH2:2][CH2:3][O:4][C:8]1[CH:13]=[C:12]([NH2:14])[CH:11]=[CH:10][N:9]=1. The catalyst class is: 12. Reactant: [NH2:1][CH2:2][CH2:3][OH:4].[H-].[Na+].Cl[C:8]1[CH:13]=[C:12]([NH2:14])[CH:11]=[CH:10][N:9]=1.O. (5) Reactant: [C:1]([C:5]1[CH:10]=[C:9]([Cl:11])[CH:8]=[CH:7][C:6]=1[N:12]1[CH2:17][CH2:16][N:15]([C:18](=[O:24])[C:19]([O:21]CC)=[O:20])[CH2:14][CH2:13]1)([CH3:4])([CH3:3])[CH3:2].[Li+].[OH-].Cl. Product: [C:1]([C:5]1[CH:10]=[C:9]([Cl:11])[CH:8]=[CH:7][C:6]=1[N:12]1[CH2:13][CH2:14][N:15]([C:18](=[O:24])[C:19]([OH:21])=[O:20])[CH2:16][CH2:17]1)([CH3:4])([CH3:2])[CH3:3]. The catalyst class is: 14. (6) Reactant: [N:1]1[CH:6]=[CH:5][CH:4]=[C:3]([NH:7][C:8](=[O:15])OCC(Cl)(Cl)Cl)[CH:2]=1.[N:16]1[CH:21]=[CH:20][CH:19]=[CH:18][C:17]=1[C:22]1[N:26]=[C:25]([N:27]2[CH2:32][CH2:31][NH:30][CH2:29][CH2:28]2)[S:24][N:23]=1.C(N(C(C)C)CC)(C)C.O. Product: [N:1]1[CH:6]=[CH:5][CH:4]=[C:3]([NH:7][C:8]([N:30]2[CH2:29][CH2:28][N:27]([C:25]3[S:24][N:23]=[C:22]([C:17]4[CH:18]=[CH:19][CH:20]=[CH:21][N:16]=4)[N:26]=3)[CH2:32][CH2:31]2)=[O:15])[CH:2]=1. The catalyst class is: 16. (7) Reactant: [N:1]1([CH2:6][CH2:7][CH2:8][CH2:9][C:10]2[CH:25]=[CH:24][C:13]([O:14][CH2:15][C:16]3[S:17][CH:18]=[C:19]([C:21]([OH:23])=O)[N:20]=3)=[CH:12][CH:11]=2)[CH:5]=[CH:4][N:3]=[N:2]1.[F:26][C:27]([F:36])([F:35])[C:28]1[CH:33]=[CH:32][C:31]([NH2:34])=[CH:30][CH:29]=1. Product: [F:26][C:27]([F:35])([F:36])[C:28]1[CH:29]=[CH:30][C:31]([NH:34][C:21]([C:19]2[N:20]=[C:16]([CH2:15][O:14][C:13]3[CH:12]=[CH:11][C:10]([CH2:9][CH2:8][CH2:7][CH2:6][N:1]4[CH:5]=[CH:4][N:3]=[N:2]4)=[CH:25][CH:24]=3)[S:17][CH:18]=2)=[O:23])=[CH:32][CH:33]=1. The catalyst class is: 33. (8) Reactant: [CH3:1][S-:2].[Na+].[Cl:4][C:5]1[CH:6]=[C:7]2[C:11](=[CH:12][CH:13]=1)[NH:10][C:9]([C:14]([NH:16][CH:17]1[CH2:26][C:25]3[C:20](=[CH:21][CH:22]=[CH:23][CH:24]=3)[N:19]([CH2:27][CH2:28]Cl)[C:18]1=[O:30])=[O:15])=[CH:8]2. Product: [Cl:4][C:5]1[CH:6]=[C:7]2[C:11](=[CH:12][CH:13]=1)[NH:10][C:9]([C:14]([NH:16][CH:17]1[CH2:26][C:25]3[C:20](=[CH:21][CH:22]=[CH:23][CH:24]=3)[N:19]([CH2:27][CH2:28][S:2][CH3:1])[C:18]1=[O:30])=[O:15])=[CH:8]2. The catalyst class is: 31.